Dataset: Forward reaction prediction with 1.9M reactions from USPTO patents (1976-2016). Task: Predict the product of the given reaction. (1) The product is: [ClH:17].[NH2:1][C:2]1[S:3][CH:4]=[C:5]([C:7]2[CH:8]=[CH:9][C:10]([C:11]([N:34]3[CH2:33][CH2:32][N:31]([S:28]([C:23]4[CH:22]=[CH:21][C:20]5[C:25](=[CH:26][CH:27]=[C:18]([Cl:17])[CH:19]=5)[CH:24]=4)(=[O:30])=[O:29])[CH2:36][CH2:35]3)=[O:13])=[CH:14][CH:15]=2)[N:6]=1. Given the reactants [NH2:1][C:2]1[S:3][CH:4]=[C:5]([C:7]2[CH:15]=[CH:14][C:10]([C:11]([OH:13])=O)=[CH:9][CH:8]=2)[N:6]=1.Cl.[Cl:17][C:18]1[CH:19]=[C:20]2[C:25](=[CH:26][CH:27]=1)[CH:24]=[C:23]([S:28]([N:31]1[CH2:36][CH2:35][NH:34][CH2:33][CH2:32]1)(=[O:30])=[O:29])[CH:22]=[CH:21]2, predict the reaction product. (2) Given the reactants [NH2:1][C:2]1[C:19]([F:20])=[CH:18][C:5]([O:6][C:7]2[CH:12]=[C:11](Cl)[N:10]=[C:9]([NH:14][C:15](=[O:17])[CH3:16])[N:8]=2)=[C:4]([F:21])[CH:3]=1, predict the reaction product. The product is: [NH2:1][C:2]1[C:19]([F:20])=[CH:18][C:5]([O:6][C:7]2[CH:12]=[CH:11][N:10]=[C:9]([NH:14][C:15](=[O:17])[CH3:16])[N:8]=2)=[C:4]([F:21])[CH:3]=1.